Dataset: CYP2C9 inhibition data for predicting drug metabolism from PubChem BioAssay. Task: Regression/Classification. Given a drug SMILES string, predict its absorption, distribution, metabolism, or excretion properties. Task type varies by dataset: regression for continuous measurements (e.g., permeability, clearance, half-life) or binary classification for categorical outcomes (e.g., BBB penetration, CYP inhibition). Dataset: cyp2c9_veith. (1) The molecule is CC(C)=NOC[C@@H](O)[C@@H]1O[C@@H]2OC(C)(C)O[C@@H]2[C@H]1O. The result is 0 (non-inhibitor). (2) The drug is CCn1cc(C(=O)[O-])c(=O)c2ccc(C)nc21.O.[Na+]. The result is 0 (non-inhibitor). (3) The molecule is CN(C(=O)CSc1ncccc1C(=O)O)c1ccccc1. The result is 0 (non-inhibitor). (4) The result is 0 (non-inhibitor). The compound is CC(CC(=O)O)(CC(=O)O)c1ccccc1. (5) The molecule is O=C1C(=O)N(Cc2ccc(Cl)c(Cl)c2)c2ccccc21. The result is 0 (non-inhibitor). (6) The molecule is C[C@H]1C(=O)O[C@@H]2CCN3CC=C(COC(=O)[C@@](C)(O)[C@@]1(C)O)[C@H]23. The result is 0 (non-inhibitor). (7) The drug is COc1ccc(CCNC(=O)c2nnn(CC(=O)Nc3ccccc3C)c2N)cc1OC. The result is 1 (inhibitor).